The task is: Predict the reactants needed to synthesize the given product.. This data is from Full USPTO retrosynthesis dataset with 1.9M reactions from patents (1976-2016). (1) Given the product [O:18]1[CH2:2][CH:17]1[C:16]1[CH:19]=[CH:20][C:13]([C:10]2([C:9]([F:8])([F:21])[F:22])[N:11]=[N:12]2)=[CH:14][CH:15]=1, predict the reactants needed to synthesize it. The reactants are: [I-].[CH3:2][S+](C)C.[OH-].[K+].[F:8][C:9]([F:22])([F:21])[C:10]1([C:13]2[CH:20]=[CH:19][C:16]([CH:17]=[O:18])=[CH:15][CH:14]=2)[N:12]=[N:11]1.O. (2) Given the product [CH2:12]([O:10][C:8]1[CH:9]=[C:2]([OH:1])[C:3](=[CH:6][CH:7]=1)[CH:4]=[O:5])[CH2:13][CH2:14][CH2:15][CH2:16][CH2:17][CH2:18][CH2:19][CH2:20][CH3:21], predict the reactants needed to synthesize it. The reactants are: [OH:1][C:2]1[CH:9]=[C:8]([OH:10])[CH:7]=[CH:6][C:3]=1[CH:4]=[O:5].Br[CH2:12][CH2:13][CH2:14][CH2:15][CH2:16][CH2:17][CH2:18][CH2:19][CH2:20][CH3:21].C(=O)([O-])O.[K+].[I-].[K+].Cl. (3) Given the product [Cl:1][C:2]1[C:3]([O:11][CH3:12])=[N:4][CH:5]=[C:6]([CH:10]=1)[C:7]([N:15]([O:16][CH3:17])[CH3:14])=[O:9], predict the reactants needed to synthesize it. The reactants are: [Cl:1][C:2]1[C:3]([O:11][CH3:12])=[N:4][CH:5]=[C:6]([CH:10]=1)[C:7]([OH:9])=O.Cl.[CH3:14][NH:15][O:16][CH3:17]. (4) Given the product [NH2:28][C@H:24]1[CH2:25][CH2:26][CH2:27][C@H:23]1[NH:22][C:14]1[N:13]=[C:12]([NH:11][C:7]2[CH:8]=[CH:9][CH:10]=[C:5]([S:2]([CH3:1])(=[O:4])=[O:3])[CH:6]=2)[C:17]2[C:18](=[O:21])[NH:19][CH2:20][C:16]=2[CH:15]=1, predict the reactants needed to synthesize it. The reactants are: [CH3:1][S:2]([C:5]1[CH:6]=[C:7]([NH:11][C:12]2[C:17]3[C:18](=[O:21])[NH:19][CH2:20][C:16]=3[CH:15]=[C:14]([NH:22][C@@H:23]3[CH2:27][CH2:26][CH2:25][C@@H:24]3[NH:28]C(=O)OC(C)(C)C)[N:13]=2)[CH:8]=[CH:9][CH:10]=1)(=[O:4])=[O:3].Cl. (5) Given the product [NH2:1][C:2]1[C:3]2[C:10]([C:11]3[CH:20]=[C:19]4[C:14]([CH2:15][CH2:16][CH:17]([C:21]5[CH:26]=[CH:25][CH:24]=[CH:23][CH:22]=5)[O:18]4)=[CH:13][CH:12]=3)=[CH:9][N:8]([C@@H:27]3[CH2:30][C@H:29]([OH:31])[CH2:28]3)[C:4]=2[N:5]=[CH:6][N:7]=1, predict the reactants needed to synthesize it. The reactants are: [NH2:1][C:2]1[C:3]2[C:10]([C:11]3[CH:20]=[C:19]4[C:14]([CH2:15][CH2:16][CH:17]([C:21]5[CH:26]=[CH:25][CH:24]=[CH:23][CH:22]=5)[O:18]4)=[CH:13][CH:12]=3)=[CH:9][N:8]([CH:27]3[CH2:30][C:29](=[O:31])[CH2:28]3)[C:4]=2[N:5]=[CH:6][N:7]=1.CCC(C)[BH-](C(C)CC)C(C)CC.[Li+].